Dataset: Forward reaction prediction with 1.9M reactions from USPTO patents (1976-2016). Task: Predict the product of the given reaction. (1) Given the reactants [NH2:1][C:2]1[CH:7]=[CH:6][CH:5]=[C:4]([N+:8]([O-:10])=[O:9])[C:3]=1[OH:11].[C:12](OCC)(OCC)(OCC)[CH3:13].O.[O-2].[O-2].[O-2].O=[Si]=O.O=[Si]=O.O=[Si]=O.O=[Si]=O.[Al+3].[Al+3], predict the reaction product. The product is: [CH3:12][C:13]1[O:11][C:3]2[C:4]([N+:8]([O-:10])=[O:9])=[CH:5][CH:6]=[CH:7][C:2]=2[N:1]=1. (2) Given the reactants N[C:2]1[C:9]([N+:10]([O-:12])=[O:11])=[CH:8][CH:7]=[CH:6][C:3]=1[C:4]#[N:5].[C:13](Cl)(=[O:18])[CH2:14][CH2:15][CH:16]=[CH2:17].C([N:23](C(C)C)CC)(C)C.O, predict the reaction product. The product is: [C:4]([C:3]1[CH:6]=[CH:7][C:8]([NH:23][C:13](=[O:18])[CH2:14][CH2:15][CH:16]=[CH2:17])=[C:9]([N+:10]([O-:12])=[O:11])[CH:2]=1)#[N:5].